The task is: Predict the reaction yield, written as a fraction of the theoretical maximum amount of product (1.0 means a 100% yield; for example, 0.34 means a 34% yield).. This data is from Reaction yield outcomes from USPTO patents with 853,638 reactions. (1) The reactants are [CH2:1]([O:3][C:4](=[O:22])[CH2:5][NH:6][CH2:7][CH2:8][NH:9][S:10]([C:13]1[S:14][C:15]2[CH:21]=[CH:20][CH:19]=[CH:18][C:16]=2[N:17]=1)(=[O:12])=[O:11])[CH3:2].[CH3:23][O:24][C:25]1[CH:26]=[C:27]([CH:47]=[CH:48][C:49]=1[O:50][CH3:51])[CH2:28][O:29][C:30]([NH:32][C:33]1[NH:34][C:35](=[O:46])[C:36]2[N:37]=[CH:38][N:39]([CH2:42][C:43](O)=[O:44])[C:40]=2[N:41]=1)=[O:31]. No catalyst specified. The product is [CH2:1]([O:3][C:4](=[O:22])[CH2:5][N:6]([CH2:7][CH2:8][NH:9][S:10]([C:13]1[S:14][C:15]2[CH:21]=[CH:20][CH:19]=[CH:18][C:16]=2[N:17]=1)(=[O:12])=[O:11])[C:43](=[O:44])[CH2:42][N:39]1[CH:38]=[N:37][C:36]2[C:35](=[O:46])[NH:34][C:33]([NH:32][C:30]([O:29][CH2:28][C:27]3[CH:47]=[CH:48][C:49]([O:50][CH3:51])=[C:25]([O:24][CH3:23])[CH:26]=3)=[O:31])=[N:41][C:40]1=2)[CH3:2]. The yield is 0.680. (2) The reactants are [NH:1]1[CH2:5][CH2:4][CH2:3][C:2]1=[O:6].[H-].[Na+].Cl[CH2:10][CH2:11][N:12]1[CH2:17][CH2:16][CH2:15][CH:14]([N:18]2[C:22]3[C:23]4[CH:24]=[CH:25][CH:26]=[CH:27][C:28]=4[S:29](=[O:32])(=[O:31])[CH2:30][C:21]=3[C:20]([C:33]([N:35]3[CH2:40][CH2:39][O:38][CH2:37][CH2:36]3)=[O:34])=[N:19]2)[CH2:13]1.[Na+].[I-]. The catalyst is C(#N)C.C(Cl)Cl. The product is [N:35]1([C:33]([C:20]2[C:21]3[CH2:30][S:29](=[O:32])(=[O:31])[C:28]4[CH:27]=[CH:26][CH:25]=[CH:24][C:23]=4[C:22]=3[N:18]([CH:14]3[CH2:15][CH2:16][CH2:17][N:12]([CH2:11][CH2:10][N:1]4[CH2:5][CH2:4][CH2:3][C:2]4=[O:6])[CH2:13]3)[N:19]=2)=[O:34])[CH2:36][CH2:37][O:38][CH2:39][CH2:40]1. The yield is 0.0900.